Dataset: Full USPTO retrosynthesis dataset with 1.9M reactions from patents (1976-2016). Task: Predict the reactants needed to synthesize the given product. (1) Given the product [CH3:25][N:26]([CH3:33])[C:27]([CH3:32])([CH3:31])[C:28]([NH:30][C:21]([C:10]1[C:9]([CH3:24])=[C:8]([C:5]2[CH:6]=[CH:7][C:2]([Cl:1])=[CH:3][CH:4]=2)[N:12]([C:13]2[CH:18]=[CH:17][C:16]([Cl:19])=[CH:15][C:14]=2[Cl:20])[N:11]=1)=[O:22])=[O:29], predict the reactants needed to synthesize it. The reactants are: [Cl:1][C:2]1[CH:7]=[CH:6][C:5]([C:8]2[N:12]([C:13]3[CH:18]=[CH:17][C:16]([Cl:19])=[CH:15][C:14]=3[Cl:20])[N:11]=[C:10]([C:21](Cl)=[O:22])[C:9]=2[CH3:24])=[CH:4][CH:3]=1.[CH3:25][N:26]([CH3:33])[C:27]([CH3:32])([CH3:31])[C:28]([NH2:30])=[O:29].C[Si]([N-][Si](C)(C)C)(C)C.[Li+]. (2) Given the product [C:1]([O:5][C:6]([N:8]1[CH2:14][CH2:13][CH2:12][CH:11]([C:15]2([CH2:30][C:29]3[CH:32]=[CH:33][CH:34]=[C:27]([Cl:26])[CH:28]=3)[C:23]3[C:18](=[CH:19][C:20]([Cl:24])=[CH:21][CH:22]=3)[NH:17][C:16]2=[O:25])[CH2:10][CH2:9]1)=[O:7])([CH3:4])([CH3:2])[CH3:3], predict the reactants needed to synthesize it. The reactants are: [C:1]([O:5][C:6]([N:8]1[CH2:14][CH2:13][CH2:12][CH:11]([CH:15]2[C:23]3[C:18](=[CH:19][C:20]([Cl:24])=[CH:21][CH:22]=3)[NH:17][C:16]2=[O:25])[CH2:10][CH2:9]1)=[O:7])([CH3:4])([CH3:3])[CH3:2].[Cl:26][C:27]1[CH:28]=[C:29]([CH:32]=[CH:33][CH:34]=1)[CH2:30]Br.[I-].[K+].C(=O)([O-])[O-].[K+].[K+]. (3) Given the product [OH:7][C:8]1[CH:19]=[CH:18][CH:17]=[CH:16][C:9]=1[CH2:10][N:12]([CH2:13][CH2:14][CH3:15])[C:25](=[O:26])[O:24][C:21]([CH3:23])([CH3:22])[CH3:20], predict the reactants needed to synthesize it. The reactants are: [H-].[H-].[H-].[H-].[Li+].[Al+3].[OH:7][C:8]1[CH:19]=[CH:18][CH:17]=[CH:16][C:9]=1[C:10]([NH:12][CH2:13][CH2:14][CH3:15])=O.[CH3:20][C:21]([O:24][C:25](O[C:25]([O:24][C:21]([CH3:23])([CH3:22])[CH3:20])=[O:26])=[O:26])([CH3:23])[CH3:22].C([O-])(O)=O.[Na+].